The task is: Predict the reactants needed to synthesize the given product.. This data is from Full USPTO retrosynthesis dataset with 1.9M reactions from patents (1976-2016). Given the product [CH3:3][CH:10]([C:11](=[O:12])[CH3:13])[C:9]([O:15][CH2:16][CH3:17])=[O:14], predict the reactants needed to synthesize it. The reactants are: O=O.[CH3:3]C(C)([O-])C.[K+].[C:9]([O:15][CH2:16][CH3:17])(=[O:14])[CH2:10][C:11]([CH3:13])=[O:12].CI.